This data is from Reaction yield outcomes from USPTO patents with 853,638 reactions. The task is: Predict the reaction yield, written as a fraction of the theoretical maximum amount of product (1.0 means a 100% yield; for example, 0.34 means a 34% yield). (1) The reactants are [CH3:1][C:2]([CH3:5])([O-])[CH3:3].[K+].CC(P(OC)(O)=O)([C:10]([O-:12])=[O:11])C.CC(C1[CH:26]=[CH:25][C:24]([N:27]2[CH2:32][CH2:31][O:30][CH2:29][CH2:28]2)=[CH:23][CH:22]=1)=O.[CH2:33]1COCC1. The catalyst is Cl. The product is [CH3:33][O:12][C:10](=[O:11])[CH:1]=[C:2]([C:5]1[CH:26]=[CH:25][C:24]([N:27]2[CH2:32][CH2:31][O:30][CH2:29][CH2:28]2)=[CH:23][CH:22]=1)[CH3:3]. The yield is 0.699. (2) The reactants are [Cl:1][C:2]1[CH:7]=[CH:6][C:5]([C:8]([N:10]=[C:11]=[S:12])=[O:9])=[CH:4][CH:3]=1.[CH3:13][O:14][C:15]1[CH:16]=[C:17]2[C:22](=[CH:23][C:24]=1[O:25][CH3:26])[N:21]=[CH:20][CH:19]=[C:18]2[O:27][C:28]1[CH:34]=[CH:33][C:31]([NH2:32])=[C:30]([CH3:35])[CH:29]=1.C1(C)C=CC=CC=1. The catalyst is C(O)C. The product is [Cl:1][C:2]1[CH:3]=[CH:4][C:5]([C:8]([NH:10][C:11]([NH:32][C:31]2[CH:33]=[CH:34][C:28]([O:27][C:18]3[C:17]4[C:22](=[CH:23][C:24]([O:25][CH3:26])=[C:15]([O:14][CH3:13])[CH:16]=4)[N:21]=[CH:20][CH:19]=3)=[CH:29][C:30]=2[CH3:35])=[S:12])=[O:9])=[CH:6][CH:7]=1. The yield is 0.560.